This data is from Catalyst prediction with 721,799 reactions and 888 catalyst types from USPTO. The task is: Predict which catalyst facilitates the given reaction. (1) Reactant: [CH3:1][O:2][C:3]1[CH:12]=[C:11]2[C:6]([C:7](=O)[CH2:8][C@H:9]([C:13]([OH:15])=[O:14])[CH2:10]2)=[CH:5][CH:4]=1.S(=O)(=O)(O)O. Product: [CH3:1][O:2][C:3]1[CH:12]=[C:11]2[C:6]([CH2:7][CH2:8][C@H:9]([C:13]([OH:15])=[O:14])[CH2:10]2)=[CH:5][CH:4]=1. The catalyst class is: 331. (2) Reactant: [CH2:1]([O:3][C:4]([C@H:6]1[C@@H:11]([NH:12][CH2:13][C:14]2[CH:19]=[CH:18][C:17]([CH3:20])=[C:16]([F:21])[CH:15]=2)[C@H:10]2[CH2:22][C@@H:7]1[CH2:8][CH2:9]2)=[O:5])[CH3:2].[CH3:23][S:24]([NH:27][C:28]1[CH:43]=[CH:42][C:31]2[NH:32][C:33]([CH2:38][C:39](O)=[O:40])=[N:34][S:35](=[O:37])(=[O:36])[C:30]=2[CH:29]=1)(=[O:26])=[O:25].Cl.C(N=C=N)C.CN1CCOCC1.Cl. Product: [CH2:1]([O:3][C:4]([C@H:6]1[C@@H:11]([N:12]([CH2:13][C:14]2[CH:19]=[CH:18][C:17]([CH3:20])=[C:16]([F:21])[CH:15]=2)[C:39](=[O:40])[CH2:38][C:33]2[NH:32][C:31]3[CH:42]=[CH:43][C:28]([NH:27][S:24]([CH3:23])(=[O:26])=[O:25])=[CH:29][C:30]=3[S:35](=[O:36])(=[O:37])[N:34]=2)[C@H:10]2[CH2:22][C@@H:7]1[CH2:8][CH2:9]2)=[O:5])[CH3:2]. The catalyst class is: 9. (3) Reactant: [Si]([O:8][CH2:9][C:10]1[C:15]([O:16][CH3:17])=[CH:14][CH:13]=[C:12]([C:18]2[O:22][N:21]=[C:20]([CH3:23])[CH:19]=2)[N:11]=1)(C(C)(C)C)(C)C.[F-].C([N+](CCCC)(CCCC)CCCC)CCC. Product: [OH:8][CH2:9][C:10]1[C:15]([O:16][CH3:17])=[CH:14][CH:13]=[C:12]([C:18]2[O:22][N:21]=[C:20]([CH3:23])[CH:19]=2)[N:11]=1. The catalyst class is: 7. (4) Reactant: Cl[CH2:2][C:3]1[S:7][C:6]([NH:8][C:9](=[O:11])[CH3:10])=[N:5][CH:4]=1.Cl.[CH:13]1[C:22]2[C:17](=[CH:18][CH:19]=[CH:20][CH:21]=2)[CH:16]=[CH:15][C:14]=1[CH2:23][CH:24]1[CH2:29][CH2:28][NH:27][CH2:26][CH2:25]1.CCN(C(C)C)C(C)C. The catalyst class is: 3. Product: [CH:13]1[C:22]2[C:17](=[CH:18][CH:19]=[CH:20][CH:21]=2)[CH:16]=[CH:15][C:14]=1[CH2:23][CH:24]1[CH2:29][CH2:28][N:27]([CH2:2][C:3]2[S:7][C:6]([NH:8][C:9](=[O:11])[CH3:10])=[N:5][CH:4]=2)[CH2:26][CH2:25]1. (5) Reactant: [CH2:1]([O:3][C:4]1[CH:5]=[CH:6][C:7]([O:10][C:11]2[CH:16]=[CH:15][CH:14]=[C:13]([CH:17]=[C:18]3[CH2:23][CH2:22][NH:21][CH2:20][CH2:19]3)[CH:12]=2)=[N:8][CH:9]=1)[CH3:2].[N:24]1[CH:29]=[CH:28][CH:27]=[C:26]([NH:30][C:31](=O)[O:32]C2C=CC=CC=2)[N:25]=1.C(N(CC)CC)C. Product: [CH2:1]([O:3][C:4]1[CH:5]=[CH:6][C:7]([O:10][C:11]2[CH:12]=[C:13]([CH:14]=[CH:15][CH:16]=2)[CH:17]=[C:18]2[CH2:23][CH2:22][N:21]([C:31]([NH:30][C:26]3[N:25]=[N:24][CH:29]=[CH:28][CH:27]=3)=[O:32])[CH2:20][CH2:19]2)=[N:8][CH:9]=1)[CH3:2]. The catalyst class is: 58.